This data is from Full USPTO retrosynthesis dataset with 1.9M reactions from patents (1976-2016). The task is: Predict the reactants needed to synthesize the given product. (1) Given the product [O:40]=[C:33]([NH:34][C:35]1[NH:39][N:38]=[CH:37][CH:36]=1)[C:32]([C@@H:41]([NH:46][C:1](=[O:30])[O:2][C@H:3]([CH2:8][N:9]1[CH:13]=[CH:12][C:11]([C:14]2[CH:15]=[N:16][CH:17]=[CH:18][CH:19]=2)=[N:10]1)[C:4]([CH3:5])([CH3:6])[CH3:7])[CH2:42][CH2:43][CH2:44][CH3:45])=[O:31], predict the reactants needed to synthesize it. The reactants are: [C:1](=[O:30])(OC1C=CC([N+]([O-])=O)=CC=1)[O:2][C@H:3]([CH2:8][N:9]1[CH:13]=[CH:12][C:11]([C:14]2[CH:15]=[N:16][CH:17]=[CH:18][CH:19]=2)=[N:10]1)[C:4]([CH3:7])([CH3:6])[CH3:5].[OH:31][CH:32]([C@@H:41]([NH:46]C(=O)OC(C)(C)C)[CH2:42][CH2:43][CH2:44][CH3:45])[C:33](=[O:40])[NH:34][C:35]1[NH:39][N:38]=[CH:37][CH:36]=1.CC(OI1(OC(C)=O)(OC(C)=O)OC(=O)C2C=CC=CC1=2)=O. (2) Given the product [CH3:18][O:17][C:14]1[CH:15]=[CH:16][C:11]([N:8]2[C:6]3[N:7]=[C:2]([NH:20][CH:21]4[CH2:26][CH2:25][CH2:24][N:23]([C:27](=[O:29])[CH3:28])[CH2:22]4)[N:3]=[CH:4][C:5]=3[N:10]=[N:9]2)=[CH:12][CH:13]=1, predict the reactants needed to synthesize it. The reactants are: Cl[C:2]1[N:3]=[CH:4][C:5]2[N:10]=[N:9][N:8]([C:11]3[CH:16]=[CH:15][C:14]([O:17][CH3:18])=[CH:13][CH:12]=3)[C:6]=2[N:7]=1.Cl.[NH2:20][CH:21]1[CH2:26][CH2:25][CH2:24][N:23]([C:27](=[O:29])[CH3:28])[CH2:22]1.C(N(C(C)C)C(C)C)C. (3) Given the product [CH:28]1([NH:27][C:4]2[C:5]3[C:10]([C:11]4[CH:12]=[CH:13][N:14]=[CH:15][CH:16]=4)=[CH:9][NH:8][C:6]=3[N:7]=[C:2]([NH:31][C:32]3[CH:40]=[CH:39][C:35]([C:36]([NH2:38])=[O:37])=[CH:34][CH:33]=3)[N:3]=2)[CH2:29][CH2:30]1, predict the reactants needed to synthesize it. The reactants are: Cl[C:2]1[N:3]=[C:4]([NH:27][CH:28]2[CH2:30][CH2:29]2)[C:5]2[C:10]([C:11]3[CH:16]=[CH:15][N:14]=[CH:13][CH:12]=3)=[CH:9][N:8](S(C3C=CC(C)=CC=3)(=O)=O)[C:6]=2[N:7]=1.[NH2:31][C:32]1[CH:40]=[CH:39][C:35]([C:36]([NH2:38])=[O:37])=[CH:34][CH:33]=1.C[Si](Cl)(C)C. (4) Given the product [CH2:1]([N:8]1[C:12]([C:13](=[O:73])[NH:14][C:15]2[CH:20]=[C:19]([CH2:21][CH2:22][CH2:23][CH2:24][CH2:25][CH2:26][N:27]3[C:28](=[O:37])[C:29]4[C:34](=[CH:33][CH:32]=[CH:31][CH:30]=4)[C:35]3=[O:36])[C:18]([O:38][CH2:39][CH2:40][CH2:41][CH2:42][CH2:43][CH2:44][N:45]3[C:46](=[O:55])[C:47]4[C:52](=[CH:51][CH:50]=[CH:49][CH:48]=4)[C:53]3=[O:54])=[C:17]([CH2:56][CH2:57][CH2:58][CH2:59][CH2:60][CH2:61][N:62]3[C:70](=[O:71])[C:69]4[C:64](=[CH:65][CH:66]=[CH:67][CH:68]=4)[C:63]3=[O:72])[CH:16]=2)=[CH:11][C:10]([CH2:74][CH2:75][C:76]([O:78][CH2:79][CH3:80])=[O:77])=[C:9]1[C:81]#[C:82][C:83]([OH:96])([C:84]1[CH:85]=[CH:86][CH:87]=[CH:88][CH:89]=1)[C:90]1[CH:91]=[CH:92][CH:93]=[CH:94][CH:95]=1)[C:2]1[CH:7]=[CH:6][CH:5]=[CH:4][CH:3]=1, predict the reactants needed to synthesize it. The reactants are: [CH2:1]([N:8]1[C:12]([C:13](=[O:73])[NH:14][C:15]2[CH:20]=[C:19]([CH2:21][CH2:22][CH2:23][CH2:24][CH2:25][CH2:26][N:27]3[C:35](=[O:36])[C:34]4[C:29](=[CH:30][CH:31]=[CH:32][CH:33]=4)[C:28]3=[O:37])[C:18]([O:38][CH2:39][CH2:40][CH2:41][CH2:42][CH2:43][CH2:44][N:45]3[C:53](=[O:54])[C:52]4[C:47](=[CH:48][CH:49]=[CH:50][CH:51]=4)[C:46]3=[O:55])=[C:17]([CH2:56][CH2:57][CH2:58][CH2:59][CH2:60][CH2:61][N:62]3[C:70](=[O:71])[C:69]4[C:64](=[CH:65][CH:66]=[CH:67][CH:68]=4)[C:63]3=[O:72])[CH:16]=2)=[CH:11][C:10]([CH:74]=[CH:75][C:76]([O:78][CH2:79][CH3:80])=[O:77])=[C:9]1[C:81]#[C:82][C:83]([OH:96])([C:90]1[CH:95]=[CH:94][CH:93]=[CH:92][CH:91]=1)[C:84]1[CH:89]=[CH:88][CH:87]=[CH:86][CH:85]=1)[C:2]1[CH:7]=[CH:6][CH:5]=[CH:4][CH:3]=1.